Dataset: Full USPTO retrosynthesis dataset with 1.9M reactions from patents (1976-2016). Task: Predict the reactants needed to synthesize the given product. (1) Given the product [CH3:21][C:13]1[CH:18]=[CH:17][CH:16]=[CH:15][C:14]=1/[CH:19]=[CH:1]/[C:2]1[CH:3]=[CH:4][N:5]=[CH:6][C:7]=1[C:8]([O:10][CH2:11][CH3:12])=[O:9], predict the reactants needed to synthesize it. The reactants are: [CH3:1][C:2]1[C:7]([C:8]([O:10][CH2:11][CH3:12])=[O:9])=[CH:6][N:5]=[CH:4][CH:3]=1.[C:13]1([CH3:21])[C:14]([CH:19]=O)=[CH:15][CH:16]=[CH:17][CH:18]=1. (2) Given the product [Br:1][C:2]1[CH:3]=[C:4]([O:9][CH2:18][C@@H:17]([NH:20][C:21](=[O:27])[O:22][C:23]([CH3:26])([CH3:25])[CH3:24])[CH2:16][O:15][Si:14]([C:11]([CH3:12])([CH3:13])[CH3:10])([CH3:29])[CH3:28])[CH:5]=[N:6][C:7]=1[Cl:8], predict the reactants needed to synthesize it. The reactants are: [Br:1][C:2]1[CH:3]=[C:4]([OH:9])[CH:5]=[N:6][C:7]=1[Cl:8].[CH3:10][C:11]([Si:14]([CH3:29])([CH3:28])[O:15][CH2:16][C@H:17]([NH:20][C:21](=[O:27])[O:22][C:23]([CH3:26])([CH3:25])[CH3:24])[CH2:18]O)([CH3:13])[CH3:12].C1C=CC(P(C2C=CC=CC=2)C2C=CC=CC=2)=CC=1.CCOC(/N=N/C(OCC)=O)=O. (3) Given the product [CH2:39]([CH:22]([CH2:20][CH3:21])[C:23]([NH:25][C:26]1[CH:31]=[CH:30][C:29]([N:32]2[CH2:33][CH2:34][N:35]([CH:49]([C:5]3[CH:4]=[CH:3][C:2]([F:1])=[CH:7][CH:6]=3)[C:47]3[O:50][CH:46]=[CH:44][N:43]=3)[CH2:36][CH2:37]2)=[C:28]([F:38])[CH:27]=1)=[O:24])[CH3:40], predict the reactants needed to synthesize it. The reactants are: [F:1][C:2]1[CH:3]=[C:4](C(OS(C)(=O)=O)C2OC=CN=2)[CH:5]=[CH:6][CH:7]=1.Cl.[CH2:20]([CH:22]([CH2:39][CH3:40])[C:23]([NH:25][C:26]1[CH:31]=[CH:30][C:29]([N:32]2[CH2:37][CH2:36][NH:35][CH2:34][CH2:33]2)=[C:28]([F:38])[CH:27]=1)=[O:24])[CH3:21].CC[N:43]([CH:47]([CH3:49])C)[CH:44]([CH3:46])C.[OH2:50]. (4) Given the product [CH:77]1[C:76]2[CH:75]([CH2:74][O:73][C:72](=[O:88])[NH:71][C@H:70]([C:89]([OH:91])=[O:90])[CH2:69][S:68][CH2:67][C@H:66]([O:65][C:52](=[O:64])[CH2:53][CH2:54][CH2:55][CH2:56][CH2:57][CH2:58][CH3:59])[CH2:92][O:93][C:94](=[O:106])[CH2:95][CH2:96][CH2:97][CH2:98][CH2:99][CH2:100][CH3:101])[C:87]3[C:82](=[CH:83][CH:84]=[CH:85][CH:86]=3)[C:81]=2[CH:80]=[CH:79][CH:78]=1, predict the reactants needed to synthesize it. The reactants are: C1C2C(COC(N[C@H](C(OC(C)(C)C)=O)CSC[C@@H](CCCCCCCC([O-])=O)CCCCCCCCC([O-])=O)=O)C3C(=CC=CC=3)C=2C=CC=1.[C:52]([O:65][C@H:66]([CH2:92][O:93][C:94](=[O:106])[CH2:95][CH2:96][CH2:97][CH2:98][CH2:99][CH2:100][CH2:101]CCCC)[CH2:67][S:68][CH2:69][C@@H:70]([C:89]([OH:91])=[O:90])[NH:71][C:72](=[O:88])[O:73][CH2:74][CH:75]1[C:87]2[CH:86]=[CH:85][CH:84]=[CH:83][C:82]=2[C:81]2[C:76]1=[CH:77][CH:78]=[CH:79][CH:80]=2)(=[O:64])[CH2:53][CH2:54][CH2:55][CH2:56][CH2:57][CH2:58][CH2:59]CCCC.